Dataset: NCI-60 drug combinations with 297,098 pairs across 59 cell lines. Task: Regression. Given two drug SMILES strings and cell line genomic features, predict the synergy score measuring deviation from expected non-interaction effect. (1) Drug 1: CN1CCC(CC1)COC2=C(C=C3C(=C2)N=CN=C3NC4=C(C=C(C=C4)Br)F)OC. Drug 2: C1CN1P(=S)(N2CC2)N3CC3. Cell line: SF-295. Synergy scores: CSS=16.6, Synergy_ZIP=-7.46, Synergy_Bliss=-0.390, Synergy_Loewe=-0.502, Synergy_HSA=-0.0942. (2) Drug 1: COC1=CC(=CC(=C1O)OC)C2C3C(COC3=O)C(C4=CC5=C(C=C24)OCO5)OC6C(C(C7C(O6)COC(O7)C8=CC=CS8)O)O. Drug 2: C1CN1P(=S)(N2CC2)N3CC3. Cell line: SF-295. Synergy scores: CSS=58.1, Synergy_ZIP=-6.40, Synergy_Bliss=-3.45, Synergy_Loewe=-21.7, Synergy_HSA=-1.05. (3) Drug 1: C1CC(=O)NC(=O)C1N2CC3=C(C2=O)C=CC=C3N. Drug 2: C1=C(C(=O)NC(=O)N1)F. Cell line: OVCAR-4. Synergy scores: CSS=47.6, Synergy_ZIP=2.69, Synergy_Bliss=4.65, Synergy_Loewe=-1.92, Synergy_HSA=4.99. (4) Drug 1: C1=NC(=NC(=O)N1C2C(C(C(O2)CO)O)O)N. Drug 2: CS(=O)(=O)CCNCC1=CC=C(O1)C2=CC3=C(C=C2)N=CN=C3NC4=CC(=C(C=C4)OCC5=CC(=CC=C5)F)Cl. Cell line: SNB-19. Synergy scores: CSS=3.08, Synergy_ZIP=-1.50, Synergy_Bliss=5.11, Synergy_Loewe=-7.69, Synergy_HSA=-1.40. (5) Drug 1: CNC(=O)C1=CC=CC=C1SC2=CC3=C(C=C2)C(=NN3)C=CC4=CC=CC=N4. Drug 2: C1C(C(OC1N2C=NC(=NC2=O)N)CO)O. Cell line: SNB-75. Synergy scores: CSS=-2.19, Synergy_ZIP=1.35, Synergy_Bliss=0.160, Synergy_Loewe=-4.75, Synergy_HSA=-4.18. (6) Drug 1: C1CCN(CC1)CCOC2=CC=C(C=C2)C(=O)C3=C(SC4=C3C=CC(=C4)O)C5=CC=C(C=C5)O. Drug 2: C1=CC(=CC=C1CCCC(=O)O)N(CCCl)CCCl. Cell line: RPMI-8226. Synergy scores: CSS=34.8, Synergy_ZIP=2.49, Synergy_Bliss=0.102, Synergy_Loewe=-6.35, Synergy_HSA=-5.09. (7) Drug 1: C1=CC(=CC=C1CCCC(=O)O)N(CCCl)CCCl. Drug 2: CC1=C2C(C(=O)C3(C(CC4C(C3C(C(C2(C)C)(CC1OC(=O)C(C(C5=CC=CC=C5)NC(=O)OC(C)(C)C)O)O)OC(=O)C6=CC=CC=C6)(CO4)OC(=O)C)O)C)O. Cell line: OVCAR-8. Synergy scores: CSS=24.9, Synergy_ZIP=-11.3, Synergy_Bliss=-5.94, Synergy_Loewe=-14.0, Synergy_HSA=-4.85.